Dataset: Forward reaction prediction with 1.9M reactions from USPTO patents (1976-2016). Task: Predict the product of the given reaction. (1) The product is: [NH:34]1[CH:33]=[C:37]([C:12]2[N:17]=[C:16]3[N:18]([CH2:21][C:22]4[CH:23]=[C:24]5[C:29](=[CH:30][CH:31]=4)[N:28]=[CH:27][CH:26]=[CH:25]5)[N:19]=[N:20][C:15]3=[CH:14][CH:13]=2)[CH:36]=[N:35]1. Given the reactants FC1C=C([C:12]2[N:17]=[C:16]3[N:18]([CH2:21][C:22]4[CH:23]=[C:24]5[C:29](=[CH:30][CH:31]=4)[N:28]=[CH:27][CH:26]=[CH:25]5)[N:19]=[N:20][C:15]3=[CH:14][CH:13]=2)C=CC=1C(NC)=O.C[C:33]1[C:37](B2OC(C)(C)C(C)(C)O2)=[CH:36][N:35](C(OCCCC)=O)[N:34]=1.C(=O)([O-])[O-].[K+].[K+].CN(C=O)C, predict the reaction product. (2) Given the reactants [C:1]([C:5]1[S:9][C:8]([NH:10][C:11](=[O:17])[O:12][C:13]([CH3:16])([CH3:15])[CH3:14])=[N:7][N:6]=1)([CH3:4])([CH3:3])[CH3:2].[CH3:18][C:19](C)([O-:21])[CH3:20].[K+].[CH2:24]1COC[CH2:25]1.CN(C=O)C, predict the reaction product. The product is: [C:1]([C:5]1[S:9]/[C:8](=[N:10]\[C:11](=[O:17])[O:12][C:13]([CH3:16])([CH3:15])[CH3:14])/[N:7]([CH2:18][C@H:19]2[CH2:20][CH2:25][CH2:24][O:21]2)[N:6]=1)([CH3:4])([CH3:2])[CH3:3]. (3) The product is: [CH2:20]([O:19][C:17]([NH:16][C:11]1[CH:12]=[C:13]2[C:8](=[C:9]([C:22]3[C:31]4[C:26](=[CH:27][CH:28]=[CH:29][CH:30]=4)[CH:25]=[CH:24][CH:23]=3)[CH:10]=1)[N:7]=[C:6]([C:4]([OH:5])=[O:3])[CH:15]=[CH:14]2)=[O:18])[CH3:21]. Given the reactants C([O:3][C:4]([C:6]1[CH:15]=[CH:14][C:13]2[C:8](=[C:9]([C:22]3[C:31]4[C:26](=[CH:27][CH:28]=[CH:29][CH:30]=4)[CH:25]=[CH:24][CH:23]=3)[CH:10]=[C:11]([NH:16][C:17]([O:19][CH2:20][CH3:21])=[O:18])[CH:12]=2)[N:7]=1)=[O:5])C.[Li+].[OH-], predict the reaction product. (4) Given the reactants Cl.[CH3:2][O:3][C:4]1[CH:13]=[C:12]2[C:7]([CH2:8][CH2:9][NH:10][CH2:11]2)=[CH:6][CH:5]=1.C([O-])([O-])=O.[K+].[K+].Cl[CH2:21][C:22]([NH:24][CH2:25][CH2:26][CH:27]([C:34]1[CH:39]=[CH:38][CH:37]=[CH:36][CH:35]=1)[C:28]1[CH:33]=[CH:32][CH:31]=[CH:30][CH:29]=1)=[O:23], predict the reaction product. The product is: [C:28]1([CH:27]([C:34]2[CH:39]=[CH:38][CH:37]=[CH:36][CH:35]=2)[CH2:26][CH2:25][NH:24][C:22](=[O:23])[CH2:21][N:10]2[CH2:9][CH2:8][C:7]3[C:12](=[CH:13][C:4]([O:3][CH3:2])=[CH:5][CH:6]=3)[CH2:11]2)[CH:29]=[CH:30][CH:31]=[CH:32][CH:33]=1.